This data is from Forward reaction prediction with 1.9M reactions from USPTO patents (1976-2016). The task is: Predict the product of the given reaction. (1) Given the reactants [S:1]1[CH:5]=[CH:4][CH:3]=[C:2]1[CH2:6][C:7]([O:9][CH3:10])=[O:8].[Al+3].[Cl-].[Cl-].[Cl-].[Br:15]Br.O, predict the reaction product. The product is: [Br:15][C:4]1[CH:3]=[C:2]([CH2:6][C:7]([O:9][CH3:10])=[O:8])[S:1][CH:5]=1. (2) The product is: [N:1]1[C:6]2[NH:7][CH:8]=[CH:9][C:5]=2[C:4]([N:10]2[CH2:14][CH2:13][C@@H:12]([N:15]([CH3:26])[C:16]3[CH:21]=[CH:20][C:19]([NH2:22])=[C:18]([NH2:25])[N:17]=3)[CH2:11]2)=[N:3][CH:2]=1. Given the reactants [N:1]1[C:6]2[NH:7][CH:8]=[CH:9][C:5]=2[C:4]([N:10]2[CH2:14][CH2:13][C@@H:12]([N:15]([CH3:26])[C:16]3[CH:21]=[CH:20][C:19]([N+:22]([O-])=O)=[C:18]([NH2:25])[N:17]=3)[CH2:11]2)=[N:3][CH:2]=1, predict the reaction product.